This data is from Full USPTO retrosynthesis dataset with 1.9M reactions from patents (1976-2016). The task is: Predict the reactants needed to synthesize the given product. (1) Given the product [CH3:32][C:29]([O:28][C:26]([N:2]([CH2:3][C:4]1[S:8][C:7]([C:9]([O:11][CH3:12])=[O:10])=[CH:6][CH:5]=1)[CH3:1])=[O:27])([CH3:30])[CH3:31], predict the reactants needed to synthesize it. The reactants are: [CH3:1][NH:2][CH2:3][C:4]1[S:8][C:7]([C:9]([O:11][CH3:12])=[O:10])=[CH:6][CH:5]=1.C([O-])(O)=O.[Na+].[CH3:30][C:29]([O:28][C:26](O[C:26]([O:28][C:29]([CH3:32])([CH3:31])[CH3:30])=[O:27])=[O:27])([CH3:32])[CH3:31]. (2) The reactants are: [F:1][C:2]1[CH:3]=[C:4]([C:9](=O)[CH3:10])[CH:5]=[C:6]([F:8])[CH:7]=1.[NH2:12][C:13]1[S:14]/[C:15](=[CH:19]\[C:20]2[CH:25]=[C:24]([O:26][CH3:27])[C:23]([OH:28])=[C:22]([Cl:29])[CH:21]=2)/[C:16](=[O:18])[N:17]=1. Given the product [Cl:29][C:22]1[CH:21]=[C:20](/[CH:19]=[C:15]2/[C:16](=[O:18])[N:17]3[CH:10]=[C:9]([C:4]4[CH:3]=[C:2]([F:1])[CH:7]=[C:6]([F:8])[CH:5]=4)[N:12]=[C:13]3[S:14]/2)[CH:25]=[C:24]([O:26][CH3:27])[C:23]=1[OH:28], predict the reactants needed to synthesize it. (3) The reactants are: [F:1][C:2]1[CH:3]=[C:4]2[C:9](=[CH:10][CH:11]=1)[CH:8]=[C:7]([CH2:12][C:13]([OH:15])=[O:14])[CH:6]=[C:5]2[SH:16].F[C:18]1[CH:23]=[CH:22][C:21]([S:24]([CH3:27])(=[O:26])=[O:25])=[CH:20][CH:19]=1.C(=O)([O-])[O-].[K+].[K+]. Given the product [F:1][C:2]1[CH:3]=[C:4]2[C:9](=[CH:10][CH:11]=1)[CH:8]=[C:7]([CH2:12][C:13]([OH:15])=[O:14])[CH:6]=[C:5]2[S:16][C:18]1[CH:23]=[CH:22][C:21]([S:24]([CH3:27])(=[O:26])=[O:25])=[CH:20][CH:19]=1, predict the reactants needed to synthesize it. (4) Given the product [C:1]([O:5][C:6]([N:8]1[CH2:13][CH2:12][CH:11]([CH:14]([C:15]2[CH:20]=[CH:19][C:18]([F:21])=[CH:17][CH:16]=2)[C:22]([N:46]2[CH2:45][CH2:44][N:43]([CH2:42][CH2:41][CH2:40][CH2:39][C:30]3[C:31]4[C:36](=[CH:35][CH:34]=[CH:33][CH:32]=4)[CH:37]=[CH:38][C:29]=3[O:28][CH3:27])[CH2:48][CH2:47]2)=[O:23])[CH2:10][CH2:9]1)=[O:7])([CH3:4])([CH3:2])[CH3:3], predict the reactants needed to synthesize it. The reactants are: [C:1]([O:5][C:6]([N:8]1[CH2:13][CH2:12][CH:11]([CH:14]([C:22](O)=[O:23])[C:15]2[CH:20]=[CH:19][C:18]([F:21])=[CH:17][CH:16]=2)[CH2:10][CH2:9]1)=[O:7])([CH3:4])([CH3:3])[CH3:2].Cl.Cl.[CH3:27][O:28][C:29]1[CH:38]=[CH:37][C:36]2[C:31](=[CH:32][CH:33]=[CH:34][CH:35]=2)[C:30]=1[CH2:39][CH2:40][CH2:41][CH2:42][N:43]1[CH2:48][CH2:47][NH:46][CH2:45][CH2:44]1.Cl.CNC(NC)CCN=C=NCC.O.ON1C2C=CC=CC=2N=N1. (5) Given the product [Br:1][C:2]1[CH:3]=[C:4]([CH2:9][C@H:10]([NH:33][C:34](=[O:36])[CH3:35])[C@H:11]([OH:32])[CH2:12][N:13]([C@@H:14]2[C:23]3[C:18](=[N:19][CH:20]=[C:21]([CH2:24][C:25]([CH3:27])([CH3:28])[CH3:26])[CH:22]=3)[O:17][C:16]3([CH2:31][CH2:30][CH2:29]3)[CH2:15]2)[CH3:37])[CH:5]=[CH:6][C:7]=1[F:8], predict the reactants needed to synthesize it. The reactants are: [Br:1][C:2]1[CH:3]=[C:4]([CH2:9][C@H:10]([NH:33][C:34](=[O:36])[CH3:35])[C@H:11]([OH:32])[CH2:12][NH:13][C@@H:14]2[C:23]3[C:18](=[N:19][CH:20]=[C:21]([CH2:24][C:25]([CH3:28])([CH3:27])[CH3:26])[CH:22]=3)[O:17][C:16]3([CH2:31][CH2:30][CH2:29]3)[CH2:15]2)[CH:5]=[CH:6][C:7]=1[F:8].[CH:37](OC)(OC)OC.C=O.C(O[BH-](OC(=O)C)OC(=O)C)(=O)C.[Na+]. (6) Given the product [F:21][C:22]1[CH:23]=[C:24]([N:42]2[CH2:46][C@H:45]([CH2:47][N:48]3[CH:52]=[CH:51][N:50]=[N:49]3)[O:44][C:43]2=[O:53])[CH:25]=[CH:26][C:27]=1[C:2]1[CH:7]=[N:6][C:5]([C:8]2[CH2:12][CH:11]([CH:13]([OH:14])[C:15]3[CH:20]=[CH:19][CH:18]=[CH:17][CH:16]=3)[O:10][N:9]=2)=[CH:4][CH:3]=1, predict the reactants needed to synthesize it. The reactants are: Br[C:2]1[CH:3]=[CH:4][C:5]([C:8]2[CH2:12][CH:11]([CH:13]([C:15]3[CH:20]=[CH:19][CH:18]=[CH:17][CH:16]=3)[OH:14])[O:10][N:9]=2)=[N:6][CH:7]=1.[F:21][C:22]1[CH:23]=[C:24]([N:42]2[CH2:46][C@H:45]([CH2:47][N:48]3[CH:52]=[CH:51][N:50]=[N:49]3)[O:44][C:43]2=[O:53])[CH:25]=[CH:26][C:27]=1C1C=[N+]([O-])C(C2CC(CO)ON=2)=CC=1.C(=O)([O-])[O-].[K+].[K+]. (7) The reactants are: [Mg].Br[C:3]1[CH:4]=[C:5]([CH3:9])[CH:6]=[CH:7][CH:8]=1.[NH2:10][C:11]1[CH:18]=[CH:17][CH:16]=[CH:15][C:12]=1[C:13]#[N:14].Cl.[OH-].[Na+]. Given the product [NH:14]=[C:13]([C:3]1[CH:4]=[C:5]([CH3:9])[CH:6]=[CH:7][CH:8]=1)[C:12]1[CH:15]=[CH:16][CH:17]=[CH:18][C:11]=1[NH2:10], predict the reactants needed to synthesize it.